Dataset: Experimentally validated miRNA-target interactions with 360,000+ pairs, plus equal number of negative samples. Task: Binary Classification. Given a miRNA mature sequence and a target amino acid sequence, predict their likelihood of interaction. (1) The miRNA is hsa-miR-4292 with sequence CCCCUGGGCCGGCCUUGG. The protein sequence of the target gene is MCSQLWFLTDRRIREDYPQVQILRALRQRCSEQDVRFRAVLMDQIAVTIVGGHLGLQLNQKALTTFPDVVLVRVPTPSVQSDSDITVLRHLEKLGCRLVNRPQSILNCINKFWTFQELAGHGVPMPDTFSYGGHEDFSKMIDEAEPLGYPVVVKSTRGHRGKAVFLARDKHHLSDICHLIRHDVPYLFQKYVKESHGKDIRVVVVGGQVIGSMLRCSTDGRMQSNCSLGGVGVKCPLTEQGKQLAIQVSNILGMDFCGIDLLIMDDGSFVVCEANANVGFLAFDQACNLDVGGIIADYTM.... Result: 1 (interaction). (2) The miRNA is mmu-miR-10b-5p with sequence UACCCUGUAGAACCGAAUUUGUG. The protein sequence of the target gene is MSSHKTFRIKRFLAKKQKQNRPIPQWIRMKTGNKIRYNSKRRHWRRTKLGL. Result: 0 (no interaction). (3) The miRNA is hsa-miR-183-5p with sequence UAUGGCACUGGUAGAAUUCACU. The protein sequence of the target gene is MDNMSITNTPTSNDACLSIVHSLMCHRQGGESETFAKRAIESLVKKLKEKKDELDSLITAITTNGAHPSKCVTIQRTLDGRLQVAGRKGFPHVIYARLWRWPDLHKNELKHVKYCQYAFDLKCDSVCVNPYHYERVVSPGIDLSGLTLQSNAPSSMMVKDEYVHDFEGQPSLSTEGHSIQTIQHPPSNRASTETYSTPALLAPSESNATSTANFPNIPVASTSQPASILGGSHSEGLLQIASGPQPGQQQNGFTGQPATYHHNSTTTWTGSRTAPYTPNLPHHQNGHLQHHPPMPPHPGH.... Result: 1 (interaction). (4) The miRNA is hsa-miR-499a-3p with sequence AACAUCACAGCAAGUCUGUGCU. The protein sequence of the target gene is MAVAIAAARVWRLNRGLSQAALLLLRQPGARGLARSHPPRQQQQFSSLDDKPQFPGASAEFIDKLEFIQPNVISGIPIYRVMDRQGQIINPSEDPHLPKEKVLKLYKSMTLLNTMDRILYESQRQGRISFYMTNYGEEGTHVGSAAALDNTDLVFGQYREAGVLMYRDYPLELFMAQCYGNISDLGKGRQMPVHYGCKERHFVTISSPLATQIPQAVGAAYAAKRANANRVVICYFGEGAASEGDAHAGFNFAATLECPIIFFCRNNGYAISTPTSEQYRGDGIAARGPGYGIMSIRVDG.... Result: 0 (no interaction). (5) The miRNA is hsa-miR-4439 with sequence GUGACUGAUACCUUGGAGGCAU. The protein sequence of the target gene is MGPPSLVLCLLSATVFSLLGGSSAFLSHHRLKGRFQRDRRNIRPNIILVLTDDQDVELGSMQVMNKTRRIMEQGGAHFINAFVTTPMCCPSRSSILTGKYVHNHNTYTNNENCSSPSWQAQHESRTFAVYLNSTGYRTAFFGKYLNEYNGSYVPPGWKEWVGLLKNSRFYNYTLCRNGVKEKHGSDYSKDYLTDLITNDSVSFFRTSKKMYPHRPVLMVISHAAPHGPEDSAPQYSRLFPNASQHITPSYNYAPNPDKHWIMRYTGPMKPIHMEFTNMLQRKRLQTLMSVDDSMETIYNM.... Result: 1 (interaction). (6) The miRNA is hsa-miR-520d-5p with sequence CUACAAAGGGAAGCCCUUUC. The protein sequence of the target gene is MAEGPEEARGHPPGQDDGGGDHEPVPSLRGPPTTAVPCPRDDPQAEPQAPGRPTAPGLAAAAAADKLEPPRELRKRGEAASGSGAELQEQAGCEAPEAAAPRERPARLSAREYSRQVHEWLWQSYCGYLTWHSGLAAFPAYCSPQPSPQSFPSGGAAVPQAAAPPPPQLGYYNPFYFLSPGAAGPDPRTAAGISTPAPVAGLGPRAPHVQASVRATPVTRVGSAAPSRSPSETGRQAGREYVIPSLAHRFMAEMVDFFILFFIKATIVLSIMHLSGIKDISKFAMHYIIEEIDEDTSMED.... Result: 1 (interaction). (7) The miRNA is hsa-miR-6884-5p with sequence AGAGGCUGAGAAGGUGAUGUUG. The protein sequence of the target gene is MKETDQMQSLEGSGAERSVGTQTGSMTGQIPRLSKVNLFTLLSLWMELFPGVEAQGQKSQKTEEESRGPLGDNEELTRVSTEKKQVKKTGLVVVKNMKIIGLHCSSEDLHTGQIALIKHGSRLKNCDLYFSRKPCSACLKMIVNAGVNRISYWPSDPEISLLTEASSSEDAKLDAKAAERLKSNSRAHVCVLLQPLVCYMVQFVEETSYKCDFIQKTAKALPGADTDFYSECKQERIKEYEMLFLVSNEERHKQILMTIGLESLCEDPYFSNLRQNMKDLILLLATVASSVPNLKHFGFY.... Result: 0 (no interaction). (8) The miRNA is hsa-miR-4742-3p with sequence UCUGUAUUCUCCUUUGCCUGCAG. The protein sequence of the target gene is MAKSRRDRNSWGGFSEKSSDWSSEEEEPVRKAGPVQVLIVKDDHSFELDEAALNRILLSQAVRDKEVVAVSVAGAFRKGKSFLMDFMLRYMYNQESVDWVGDYNEPLTGFSWRGGSERETTGIQIWSEVFLINKLDGKKVAVLLMDTQGTFDSQSTLRDSATVFALSTMISSIQVYNLSQNVQEDDLQHLQLFTEYGRLAMEETFLKPFQSLIFLVRDWSFPYEFSYGADGGAKFLEKRLKVSGNQHEELQNVRKHIHSCFTNISCFLLPHPGLKVATNPNFDGKLKEIDDEFIKNLKIL.... Result: 0 (no interaction). (9) The miRNA is hsa-miR-7850-5p with sequence GUUUGGACAUAGUGUGGCUGG. The protein sequence of the target gene is MFCTRGLLFFAFLAGLDIEFTGLRSNLSGPQQISLFDLPSEWYLKTRQSVQQFTVCQIGLSVFSAIEGEANKYIAHSCNFYLFPTTFGILDSEFSFQASSVQFLNQYGFNYNKFLKNGIPYMNEEQEKKIRHDILTGNWRVRSSPDKDQIKVVIDEVTRWLELAKEGDWMTLPGITGFQAFEVQLVLRQALPNIWTVLKDEGVVVKKVSKQHRWYLQNTSCDRESCWKENILLSARGFSVFFQMLVKAQKPLVGHNMMMDLLHLHEKFFRPLPESYDQFKQNIHSLFPVLIDTKSVTKDI.... Result: 0 (no interaction). (10) The miRNA is hsa-miR-518c-3p with sequence CAAAGCGCUUCUCUUUAGAGUGU. The protein sequence of the target gene is MSMGRSPSTTFRSRTGSHGARDLIAGHGRNSRRISQMHVNILHPQLQTMVEQWQMRERPSLETENGKGSLLLENEGVADIITMCPFGEVISVVFPWFLANVRTSLEIKLSDFKHQLFELIAPMKWGTYSVKPQDYVFRQLNNFGEIEVIFNDDQPLSKLELHGTFPMLFLYQPDGINRDKELMSDISHCLGYSLDKLEESLDEELRQFRASLWARTKKTCLTRGLEGTSHYAFPEEQYLCVGESCPKDLESKVKAAKLSYQMFWRKRKAEINGVCEKMMKIQIEFNPNETPKSLLHTFLY.... Result: 0 (no interaction).